From a dataset of Catalyst prediction with 721,799 reactions and 888 catalyst types from USPTO. Predict which catalyst facilitates the given reaction. The catalyst class is: 2. Product: [NH2:7][CH2:8][CH2:9][CH:10]([N:12]1[CH2:13][CH2:14][CH:15]([NH:18][CH:19]([C:22]2[CH:23]=[CH:24][CH:25]=[CH:26][CH:27]=2)[CH2:20][OH:21])[CH2:16][CH2:17]1)[CH3:11]. Reactant: C(OC(=O)[NH:7][CH2:8][CH2:9][CH:10]([N:12]1[CH2:17][CH2:16][CH:15]([NH:18][CH:19]([C:22]2[CH:27]=[CH:26][CH:25]=[CH:24][CH:23]=2)[CH2:20][OH:21])[CH2:14][CH2:13]1)[CH3:11])(C)(C)C.FC(F)(F)C(O)=O.C(=O)([O-])[O-].[K+].[K+].